From a dataset of Full USPTO retrosynthesis dataset with 1.9M reactions from patents (1976-2016). Predict the reactants needed to synthesize the given product. (1) Given the product [CH:43]1[C:44]2[CH:32]([CH2:31][O:30][C:28](=[O:29])[NH:27][C@:22]([C:23]([F:9])=[O:24])([CH3:26])[C@@H:21]([O:20][C:16]([CH3:19])([CH3:18])[CH3:17])[CH3:45])[C:33]3[C:38](=[CH:37][CH:36]=[CH:35][CH:34]=3)[C:39]=2[CH:40]=[CH:41][CH:42]=1, predict the reactants needed to synthesize it. The reactants are: N1C=CC=CC=1.N1C(F)=NC(F)=NC=1[F:9].[C:16]([O:20][C@@H:21]([CH3:45])[C@:22]([NH:27][C:28]([O:30][CH2:31][CH:32]1[C:44]2[CH:43]=[CH:42][CH:41]=[CH:40][C:39]=2[C:38]2[C:33]1=[CH:34][CH:35]=[CH:36][CH:37]=2)=[O:29])([CH3:26])[C:23](O)=[O:24])([CH3:19])([CH3:18])[CH3:17].O. (2) Given the product [CH2:34]([N:33]([CH2:26][C:27]1[CH:32]=[CH:31][CH:30]=[CH:29][CH:28]=1)[C:10]([CH:7]1[CH2:8][CH2:9][N:4]([CH2:3][C@@H:2]([OH:1])[CH2:13][O:14][C:15]2[CH:24]=[CH:23][CH:22]=[C:21]3[C:16]=2[CH:17]=[CH:18][CH:19]=[N:20]3)[CH2:5][CH2:6]1)=[O:12])[C:35]1[CH:40]=[CH:39][CH:38]=[CH:37][CH:36]=1, predict the reactants needed to synthesize it. The reactants are: [OH:1][C@@H:2]([CH2:13][O:14][C:15]1[CH:24]=[CH:23][CH:22]=[C:21]2[C:16]=1[CH:17]=[CH:18][CH:19]=[N:20]2)[CH2:3][N:4]1[CH2:9][CH2:8][CH:7]([C:10]([O-:12])=O)[CH2:6][CH2:5]1.[Li+].[CH2:26]([NH:33][CH2:34][C:35]1[CH:40]=[CH:39][CH:38]=[CH:37][CH:36]=1)[C:27]1[CH:32]=[CH:31][CH:30]=[CH:29][CH:28]=1.C(N(CC)C(C)C)(C)C.C1CN([P+](ON2N=NC3C=CC=CC2=3)(N2CCCC2)N2CCCC2)CC1.F[P-](F)(F)(F)(F)F. (3) Given the product [C:24]1([C:27]2[NH:9][C:6]3[C:7]([CH:29]=2)=[CH:8][CH:3]=[CH:4][CH:5]=3)[CH:25]=[CH:26][CH:21]=[CH:22][CH:23]=1, predict the reactants needed to synthesize it. The reactants are: CO[C:3]1[CH:8]=[CH:7][C:6]([NH2:9])=[CH:5][CH:4]=1.CN(C)C1C=CC=CC=1.CO[C:21]1[CH:26]=[CH:25][C:24]([C:27]([CH2:29]Br)=O)=[CH:23][CH:22]=1. (4) Given the product [F:41][C:36]1[CH:37]=[C:38]2[C:33](=[CH:34][CH:35]=1)[N:32]=[C:31]([N:9]1[CH2:10][C:11]3([CH2:12][CH:13]([NH:15][C:16]([O:18][CH2:19][C:20]4[O:24][N:23]=[C:22]([C:25]([O:27][CH2:28][CH3:29])=[O:26])[CH:21]=4)=[O:17])[CH2:14]3)[CH2:8]1)[CH:40]=[CH:39]2, predict the reactants needed to synthesize it. The reactants are: FC(F)(F)C(O)=O.[CH2:8]1[C:11]2([CH2:14][CH:13]([NH:15][C:16]([O:18][CH2:19][C:20]3[O:24][N:23]=[C:22]([C:25]([O:27][CH2:28][CH3:29])=[O:26])[CH:21]=3)=[O:17])[CH2:12]2)[CH2:10][NH:9]1.Cl[C:31]1[CH:40]=[CH:39][C:38]2[C:33](=[CH:34][CH:35]=[C:36]([F:41])[CH:37]=2)[N:32]=1.C(N(CC)C(C)C)(C)C. (5) Given the product [NH2:1][C:2]1[N:6]([C:7]2[CH:12]=[CH:11][C:10]([F:13])=[CH:9][CH:8]=2)[N:5]=[CH:4][C:3]=1[C:14](=[O:23])[C:15]1[CH:20]=[CH:19][CH:18]=[C:17]([OH:21])[CH:16]=1, predict the reactants needed to synthesize it. The reactants are: [NH2:1][C:2]1[N:6]([C:7]2[CH:12]=[CH:11][C:10]([F:13])=[CH:9][CH:8]=2)[N:5]=[CH:4][C:3]=1[C:14](=[O:23])[C:15]1[CH:20]=[CH:19][CH:18]=[C:17]([O:21]C)[CH:16]=1.B(Br)(Br)Br. (6) Given the product [CH3:37][C:26]1[CH:25]=[C:24]([O:23][C:21]2[CH:20]=[CH:19][N:18]=[C:17]([NH:1][C:2]3[CH:3]=[C:4]([CH:8]=[C:9]([NH:11][S:12]([CH3:15])(=[O:14])=[O:13])[CH:10]=3)[C:5]([NH2:7])=[O:6])[CH:22]=2)[C:29]([C:30]2[CH:35]=[CH:34][CH:33]=[CH:32][N:31]=2)=[N:28][C:27]=1[CH3:36], predict the reactants needed to synthesize it. The reactants are: [NH2:1][C:2]1[CH:3]=[C:4]([CH:8]=[C:9]([NH:11][S:12]([CH3:15])(=[O:14])=[O:13])[CH:10]=1)[C:5]([NH2:7])=[O:6].Cl[C:17]1[CH:22]=[C:21]([O:23][C:24]2[CH:25]=[C:26]([CH3:37])[C:27]([CH3:36])=[N:28][C:29]=2[C:30]2[CH:35]=[CH:34][CH:33]=[CH:32][N:31]=2)[CH:20]=[CH:19][N:18]=1.